From a dataset of Full USPTO retrosynthesis dataset with 1.9M reactions from patents (1976-2016). Predict the reactants needed to synthesize the given product. (1) Given the product [CH3:1][C:2]1([CH3:19])[C:6]([CH3:8])([CH3:7])[O:5][B:4]([C:9]2[CH:10]=[CH:11][C:12]([CH2:15][C:16]([N:20]3[CH2:25][CH2:24][O:23][CH2:22][CH2:21]3)=[O:18])=[CH:13][CH:14]=2)[O:3]1, predict the reactants needed to synthesize it. The reactants are: [CH3:1][C:2]1([CH3:19])[C:6]([CH3:8])([CH3:7])[O:5][B:4]([C:9]2[CH:14]=[CH:13][C:12]([CH2:15][C:16]([OH:18])=O)=[CH:11][CH:10]=2)[O:3]1.[NH:20]1[CH2:25][CH2:24][O:23][CH2:22][CH2:21]1. (2) The reactants are: C[O:2][C:3]1[CH:4]=[C:5]2[C:10](=[CH:11][C:12]=1[O:13]C)[N:9]=[CH:8][C:7]([C:15]#[N:16])=[C:6]2[CH3:17].Cl.N1C=CC=CC=1.[NH4+].[OH-]. Given the product [OH:2][C:3]1[CH:4]=[C:5]2[C:10](=[CH:11][C:12]=1[OH:13])[N:9]=[CH:8][C:7]([C:15]#[N:16])=[C:6]2[CH3:17], predict the reactants needed to synthesize it. (3) Given the product [Br:1][C:2]1[CH:10]=[CH:9][C:5]([CH2:6][OH:7])=[C:4]([N+:11]([O-:13])=[O:12])[CH:3]=1, predict the reactants needed to synthesize it. The reactants are: [Br:1][C:2]1[CH:10]=[CH:9][C:5]([C:6](O)=[O:7])=[C:4]([N+:11]([O-:13])=[O:12])[CH:3]=1.B. (4) Given the product [Br-:1].[Br:1][C:2]1[CH:3]=[CH:4][C:5]([N+:8]2[CH:12]=[CH:11][N:10]([CH2:27][CH2:26][CH2:25][CH2:24][CH2:23][CH2:22][CH2:21][CH2:20][CH2:19][CH2:18][CH2:17][CH2:16][CH2:15][CH3:14])[CH:9]=2)=[CH:6][CH:7]=1, predict the reactants needed to synthesize it. The reactants are: [Br:1][C:2]1[CH:7]=[CH:6][C:5]([N:8]2[CH:12]=[CH:11][N:10]=[CH:9]2)=[CH:4][CH:3]=1.Br[CH2:14][CH2:15][CH2:16][CH2:17][CH2:18][CH2:19][CH2:20][CH2:21][CH2:22][CH2:23][CH2:24][CH2:25][CH2:26][CH3:27]. (5) Given the product [OH:12][CH2:16][CH:15]([CH2:14][OH:18])[OH:17].[C:19]([O-:23])(=[O:18])[C:20]([CH3:22])=[CH2:21], predict the reactants needed to synthesize it. The reactants are: S(=O)(=O)(O)O.C1C([OH:12])=CC=C(O)C=1.[CH2:14]([O:18][C:19](=[O:23])[C:20]([CH3:22])=[CH2:21])[CH:15]1[O:17][CH2:16]1. (6) Given the product [CH:14]1([C@H:17]2[CH2:22][N:21]([C:2]3[C:7]([N+:8]([O-:10])=[O:9])=[CH:6][N:5]=[C:4]4[CH2:11][CH2:12][CH2:13][C:3]=34)[CH2:20][C@@H:19]([NH:23][C:24](=[O:30])[O:25][C:26]([CH3:27])([CH3:28])[CH3:29])[C@@H:18]2[OH:31])[CH2:15][CH2:16]1, predict the reactants needed to synthesize it. The reactants are: Cl[C:2]1[C:7]([N+:8]([O-:10])=[O:9])=[CH:6][N:5]=[C:4]2[CH2:11][CH2:12][CH2:13][C:3]=12.[CH:14]1([C@H:17]2[CH2:22][NH:21][CH2:20][C@@H:19]([NH:23][C:24](=[O:30])[O:25][C:26]([CH3:29])([CH3:28])[CH3:27])[C@@H:18]2[OH:31])[CH2:16][CH2:15]1.C(N(CC)CC)C. (7) Given the product [NH2:12][C:8]1[CH:9]=[CH:10][CH:11]=[C:3]([CH:2]([F:1])[F:15])[C:4]=1[C:5]([OH:7])=[O:6], predict the reactants needed to synthesize it. The reactants are: [F:1][CH:2]([F:15])[C:3]1[CH:11]=[CH:10][CH:9]=[C:8]([N+:12]([O-])=O)[C:4]=1[C:5]([OH:7])=[O:6].